The task is: Predict which catalyst facilitates the given reaction.. This data is from Catalyst prediction with 721,799 reactions and 888 catalyst types from USPTO. (1) Reactant: [CH:1]1([CH2:7][CH2:8][CH2:9][C@@H:10]([C:19]2[O:23][N:22]=[C:21]([CH2:24][C:25]3[CH:30]=[CH:29][N:28]=[CH:27][CH:26]=3)[N:20]=2)[CH2:11][C:12]([O:14]C(C)(C)C)=[O:13])[CH2:6][CH2:5][CH2:4][CH2:3][CH2:2]1. Product: [CH:1]1([CH2:7][CH2:8][CH2:9][C@@H:10]([C:19]2[O:23][N:22]=[C:21]([CH2:24][C:25]3[CH:30]=[CH:29][N:28]=[CH:27][CH:26]=3)[N:20]=2)[CH2:11][C:12]([OH:14])=[O:13])[CH2:6][CH2:5][CH2:4][CH2:3][CH2:2]1. The catalyst class is: 89. (2) Reactant: [OH:1][C:2]1[CH:9]=[CH:8][C:5]([CH:6]=[O:7])=[CH:4][CH:3]=1.[C:10]([O:14][C:15](=[O:20])[NH:16][CH2:17][CH2:18]Br)([CH3:13])([CH3:12])[CH3:11].C(=O)([O-])[O-].[Cs+].[Cs+].[I-].[Na+]. Product: [C:10]([O:14][C:15](=[O:20])[NH:16][CH2:17][CH2:18][O:1][C:2]1[CH:9]=[CH:8][C:5]([CH:6]=[O:7])=[CH:4][CH:3]=1)([CH3:13])([CH3:12])[CH3:11]. The catalyst class is: 18. (3) Reactant: [C:1]1(=[O:11])[NH:5][C:4](=[O:6])[C:3]2=[CH:7][CH:8]=[CH:9][CH:10]=[C:2]12.[K].[CH2:13]([O:15][C:16](=[O:35])[N:17]([CH2:31][C@H:32]1[O:34][CH2:33]1)[C:18]1[CH:23]=[CH:22][C:21]([N:24]2[CH2:29][CH2:28][O:27][CH2:26][CH2:25]2)=[C:20]([F:30])[CH:19]=1)[CH3:14].O. Product: [CH2:13]([O:15][C:16](=[O:35])[N:17]([CH2:31][C@H:32]([OH:34])[CH2:33][N:5]1[C:1](=[O:11])[C:2]2=[CH:10][CH:9]=[CH:8][CH:7]=[C:3]2[C:4]1=[O:6])[C:18]1[CH:23]=[CH:22][C:21]([N:24]2[CH2:25][CH2:26][O:27][CH2:28][CH2:29]2)=[C:20]([F:30])[CH:19]=1)[CH3:14]. The catalyst class is: 9. (4) Reactant: C([O:3][C:4](=[O:21])[CH:5]([CH2:7][C:8]1[CH:13]=[CH:12][N:11]=[C:10]([C:14]([O:16][C:17]([CH3:20])([CH3:19])[CH3:18])=[O:15])[CH:9]=1)[NH2:6])C.[C:22](ON1C(=O)CCC1=O)([O:24][CH2:25][CH:26]1[C:38]2[C:33](=[CH:34][CH:35]=[CH:36][CH:37]=2)[C:32]2[C:27]1=[CH:28][CH:29]=[CH:30][CH:31]=2)=[O:23].C(=O)([O-])[O-].C(=O)([O-])[O-].[Na+].[Na+].[Na+].[Na+]. Product: [C:22]([NH:6][CH:5]([C:4]([OH:3])=[O:21])[CH2:7][C:8]1[CH:13]=[CH:12][N:11]=[C:10]([C:14]([O:16][C:17]([CH3:18])([CH3:19])[CH3:20])=[O:15])[CH:9]=1)([O:24][CH2:25][CH:26]1[C:27]2[C:32](=[CH:31][CH:30]=[CH:29][CH:28]=2)[C:33]2[C:38]1=[CH:37][CH:36]=[CH:35][CH:34]=2)=[O:23]. The catalyst class is: 12. (5) Reactant: [CH:1]1[CH:6]=[C:5]2[C:7]([CH:10]=O)=[CH:8][S:9][C:4]2=[CH:3][CH:2]=1.[S:12]([NH2:16])([NH2:15])(=[O:14])=[O:13].[BH4-].[Na+]. Product: [S:9]1[CH:8]=[C:7]([CH2:10][NH:15][S:12]([NH2:16])(=[O:14])=[O:13])[C:5]2[CH:6]=[CH:1][CH:2]=[CH:3][C:4]1=2. The catalyst class is: 40. (6) Reactant: [NH2:1][C:2]1[C:7]([C:8]([C:10]2[C:15]([O:16][CH3:17])=[CH:14][CH:13]=[C:12]([F:18])[C:11]=2[F:19])=[O:9])=[CH:6][N:5]=[C:4]([NH:20][C@H:21]2[CH2:26][CH2:25][C@H:24]([NH2:27])[CH2:23][CH2:22]2)[N:3]=1.C(N(CC)CC)C.Br[CH2:36][CH2:37][OH:38]. Product: [NH2:1][C:2]1[C:7]([C:8]([C:10]2[C:15]([O:16][CH3:17])=[CH:14][CH:13]=[C:12]([F:18])[C:11]=2[F:19])=[O:9])=[CH:6][N:5]=[C:4]([NH:20][C@H:21]2[CH2:26][CH2:25][C@H:24]([NH:27][CH2:36][CH2:37][OH:38])[CH2:23][CH2:22]2)[N:3]=1. The catalyst class is: 7. (7) Reactant: [N+:1]([CH2:3][C:4]([O:6][CH2:7][CH3:8])=[O:5])#[C-:2].[C:9]([NH:13][S:14]([C:17]1[C:26]2[C:21](=[CH:22][CH:23]=[CH:24][CH:25]=2)[C:20]([C:27](Cl)=[O:28])=[CH:19][CH:18]=1)(=[O:16])=[O:15])([CH3:12])([CH3:11])[CH3:10].CCN(CC)CC. Product: [C:9]([NH:13][S:14]([C:17]1[C:26]2[C:21](=[CH:22][CH:23]=[CH:24][CH:25]=2)[C:20]([C:27]2[O:28][CH:2]=[N:1][C:3]=2[C:4]([O:6][CH2:7][CH3:8])=[O:5])=[CH:19][CH:18]=1)(=[O:16])=[O:15])([CH3:12])([CH3:10])[CH3:11]. The catalyst class is: 721. (8) Reactant: C([O:4][CH2:5][CH2:6][C:7]1[CH:12]=[CH:11][C:10]([CH2:13][C:14]2[CH:19]=[C:18]([Br:20])[CH:17]=[CH:16][C:15]=2[Cl:21])=[CH:9][CH:8]=1)(=O)C.C(=O)([O-])[O-].[K+].[K+]. Product: [Br:20][C:18]1[CH:17]=[CH:16][C:15]([Cl:21])=[C:14]([CH:19]=1)[CH2:13][C:10]1[CH:11]=[CH:12][C:7]([CH2:6][CH2:5][OH:4])=[CH:8][CH:9]=1. The catalyst class is: 24. (9) Reactant: C([O:3][C:4]([C:6]1[CH:14]=[C:13]2[C:9]([C:10]([C:25](=[O:36])[NH:26][CH2:27][C:28]3[CH:33]=[C:32]([F:34])[CH:31]=[C:30]([F:35])[CH:29]=3)=[C:11]([CH:22]([CH3:24])[CH3:23])[N:12]2[CH2:15][C:16]2[CH:21]=[CH:20][CH:19]=[CH:18][N:17]=2)=[CH:8][CH:7]=1)=[O:5])C.[OH-].[Na+].O. Product: [F:35][C:30]1[CH:29]=[C:28]([CH:33]=[C:32]([F:34])[CH:31]=1)[CH2:27][NH:26][C:25]([C:10]1[C:9]2[C:13](=[CH:14][C:6]([C:4]([OH:5])=[O:3])=[CH:7][CH:8]=2)[N:12]([CH2:15][C:16]2[CH:21]=[CH:20][CH:19]=[CH:18][N:17]=2)[C:11]=1[CH:22]([CH3:24])[CH3:23])=[O:36]. The catalyst class is: 14. (10) Reactant: [Br:1][C:2]1[CH:10]=[C:9]2[C:5]([C:6]([CH:11]=[O:12])=[CH:7][NH:8]2)=[CH:4][CH:3]=1.[C:13]([O:17][C:18](Cl)=[O:19])([CH3:16])([CH3:15])[CH3:14].C(N(CC)CC)C. Product: [C:13]([O:17][C:18]([N:8]1[C:9]2[C:5](=[CH:4][CH:3]=[C:2]([Br:1])[CH:10]=2)[C:6]([CH:11]=[O:12])=[CH:7]1)=[O:19])([CH3:16])([CH3:15])[CH3:14]. The catalyst class is: 2.